Dataset: Reaction yield outcomes from USPTO patents with 853,638 reactions. Task: Predict the reaction yield, written as a fraction of the theoretical maximum amount of product (1.0 means a 100% yield; for example, 0.34 means a 34% yield). (1) The reactants are Br[C:2]1[CH2:7][C:6]([CH3:9])([CH3:8])[CH2:5][C:4](=[O:10])[CH:3]=1.[NH:11]1[C:19]2[C:14](=[CH:15][C:16](B3OC(C)(C)C(C)(C)O3)=[CH:17][CH:18]=2)[CH:13]=[CH:12]1. No catalyst specified. The product is [NH:11]1[C:19]2[C:14](=[CH:15][C:16]([C:2]3[CH2:7][C:6]([CH3:9])([CH3:8])[CH2:5][C:4](=[O:10])[CH:3]=3)=[CH:17][CH:18]=2)[CH:13]=[CH:12]1. The yield is 0.950. (2) The reactants are [CH3:1][C:2]1[C:7]([CH:8]([CH2:13][CH2:14][CH3:15])[C:9]([O:11]C)=[O:10])=[C:6]([C:16]2[CH:25]=[CH:24][CH:23]=[C:22]3[C:17]=2[CH:18]=[CH:19][CH:20]=[N:21]3)[N:5]=[C:4]([N:26]2[CH2:31][CH2:30][CH2:29][CH2:28][CH2:27]2)[N:3]=1.[OH-].[Na+]. The catalyst is CO. The product is [CH3:1][C:2]1[C:7]([CH:8]([CH2:13][CH2:14][CH3:15])[C:9]([OH:11])=[O:10])=[C:6]([C:16]2[CH:25]=[CH:24][CH:23]=[C:22]3[C:17]=2[CH:18]=[CH:19][CH:20]=[N:21]3)[N:5]=[C:4]([N:26]2[CH2:31][CH2:30][CH2:29][CH2:28][CH2:27]2)[N:3]=1. The yield is 0.880. (3) The reactants are [O:1]=[C:2]1[C:11]2[CH:12]=[CH:13][S:14][C:10]=2[C:9]2[CH:8]=[CH:7][C:6]([C:15]([O:17]C)=O)=[CH:5][C:4]=2[NH:3]1.[OH-].[Na+].[NH3:21]. No catalyst specified. The product is [O:1]=[C:2]1[C:11]2[CH:12]=[CH:13][S:14][C:10]=2[C:9]2[CH:8]=[CH:7][C:6]([C:15]([NH2:21])=[O:17])=[CH:5][C:4]=2[NH:3]1. The yield is 0.320. (4) The reactants are Br[C:2]1[CH:7]=[CH:6][C:5]([CH:8]([CH3:17])[CH2:9][NH:10][S:11]([CH:14]([CH3:16])[CH3:15])(=[O:13])=[O:12])=[CH:4][CH:3]=1.[S:18]1[CH:22]=[CH:21][CH:20]=[C:19]1B(O)O.C(=O)([O-])[O-].[K+].[K+]. The catalyst is O1CCOCC1.O.C1C=CC([P]([Pd]([P](C2C=CC=CC=2)(C2C=CC=CC=2)C2C=CC=CC=2)([P](C2C=CC=CC=2)(C2C=CC=CC=2)C2C=CC=CC=2)[P](C2C=CC=CC=2)(C2C=CC=CC=2)C2C=CC=CC=2)(C2C=CC=CC=2)C2C=CC=CC=2)=CC=1. The product is [S:18]1[CH:22]=[CH:21][CH:20]=[C:19]1[C:2]1[CH:7]=[CH:6][C:5]([CH:8]([CH3:17])[CH2:9][NH:10][S:11]([CH:14]([CH3:16])[CH3:15])(=[O:13])=[O:12])=[CH:4][CH:3]=1. The yield is 0.470. (5) The reactants are Br[C:2]1[CH:3]=[C:4]([C:9]([CH2:25][CH3:26])=[C:10]([C:18]2[CH:23]=[CH:22][C:21]([OH:24])=[CH:20][CH:19]=2)[C:11]2[CH:16]=[CH:15][C:14]([OH:17])=[CH:13][CH:12]=2)[CH:5]=[CH:6][C:7]=1[F:8].[O:27]1[CH:31]=[CH:30][C:29](B(O)O)=[CH:28]1. The catalyst is COCCOC. The product is [F:8][C:7]1[CH:6]=[CH:5][C:4]([C:9]([CH2:25][CH3:26])=[C:10]([C:18]2[CH:23]=[CH:22][C:21]([OH:24])=[CH:20][CH:19]=2)[C:11]2[CH:16]=[CH:15][C:14]([OH:17])=[CH:13][CH:12]=2)=[CH:3][C:2]=1[C:29]1[CH:30]=[CH:31][O:27][CH:28]=1. The yield is 0.850.